This data is from Catalyst prediction with 721,799 reactions and 888 catalyst types from USPTO. The task is: Predict which catalyst facilitates the given reaction. (1) Reactant: [N+:1]([C:4]1[CH:5]=[C:6]2[C:10](=[CH:11][CH:12]=1)[N:9]([C:13]([C:26]1[CH:31]=[CH:30][CH:29]=[CH:28][CH:27]=1)([C:20]1[CH:25]=[CH:24][CH:23]=[CH:22][CH:21]=1)[C:14]1[CH:19]=[CH:18][CH:17]=[CH:16][CH:15]=1)[N:8]=[C:7]2[C:32]([OH:34])=O)([O-:3])=[O:2].CN([C:38]([O:42][N:43]1N=NC2C=CC=N[C:44]1=2)=[N+](C)C)C.F[P-](F)(F)(F)(F)F.Cl.CNOC.CCN(C(C)C)C(C)C. Product: [CH3:38][O:42][N:43]([CH3:44])[C:32]([C:7]1[C:6]2[C:10](=[CH:11][CH:12]=[C:4]([N+:1]([O-:3])=[O:2])[CH:5]=2)[N:9]([C:13]([C:14]2[CH:15]=[CH:16][CH:17]=[CH:18][CH:19]=2)([C:20]2[CH:21]=[CH:22][CH:23]=[CH:24][CH:25]=2)[C:26]2[CH:31]=[CH:30][CH:29]=[CH:28][CH:27]=2)[N:8]=1)=[O:34]. The catalyst class is: 18. (2) Reactant: [CH3:1][O:2][C:3]1[CH:8]=[CH:7][C:6]([C:9]2[C:17]3[C:16]([O:18][CH2:19][CH:20]4[CH2:24][CH2:23][CH2:22][NH:21]4)=[N:15][CH:14]=[N:13][C:12]=3[O:11][C:10]=2[C:25]2[CH:30]=[CH:29][CH:28]=[CH:27][CH:26]=2)=[CH:5][CH:4]=1.CCN(C(C)C)C(C)C.[I-].[K+].[CH3:42][O:43][C:44](=[O:49])[CH2:45][CH2:46][CH2:47]Br. Product: [CH3:42][O:43][C:44](=[O:49])[CH2:45][CH2:46][CH2:47][N:21]1[CH2:22][CH2:23][CH2:24][CH:20]1[CH2:19][O:18][C:16]1[C:17]2[C:9]([C:6]3[CH:5]=[CH:4][C:3]([O:2][CH3:1])=[CH:8][CH:7]=3)=[C:10]([C:25]3[CH:30]=[CH:29][CH:28]=[CH:27][CH:26]=3)[O:11][C:12]=2[N:13]=[CH:14][N:15]=1. The catalyst class is: 20.